Task: Predict the product of the given reaction.. Dataset: Forward reaction prediction with 1.9M reactions from USPTO patents (1976-2016) (1) The product is: [NH2:15][CH2:9][CH2:10][C:3]1[CH:4]=[CH:5][C:6]([OH:7])=[CH:31][CH:30]=1. Given the reactants ON1[C:6](=[O:7])[CH2:5][CH2:4][C:3]1=O.[CH:9]1([N:15]=C=NC2CCCCC2)CCCC[CH2:10]1.N=C=N.C(NC1CCCCC1)(N[CH:30]1CCCC[CH2:31]1)=O, predict the reaction product. (2) Given the reactants [CH3:1][C:2]1[CH:7]=[CH:6][CH:5]=[CH:4][C:3]=1[C:8]1[CH:13]=[CH:12][C:11]([C:14]([O:16]C)=[O:15])=[CH:10][C:9]=1[S:18]([CH3:21])(=[O:20])=[O:19].[OH-].[Na+], predict the reaction product. The product is: [CH3:1][C:2]1[CH:7]=[CH:6][CH:5]=[CH:4][C:3]=1[C:8]1[CH:13]=[CH:12][C:11]([C:14]([OH:16])=[O:15])=[CH:10][C:9]=1[S:18]([CH3:21])(=[O:20])=[O:19]. (3) Given the reactants [Cl-].O[NH3+:3].[C:4](=[O:7])([O-])[OH:5].[Na+].CS(C)=O.[CH2:13]([C:17]1[N:22]2[N:23]=[CH:24][N:25]=[C:21]2[N:20]([C:26]2[CH:31]=[CH:30][C:29]([O:32][CH3:33])=[C:28]([F:34])[CH:27]=2)[C:19](=[O:35])[C:18]=1[CH2:36][C:37]1[CH:42]=[CH:41][C:40]([C:43]2[C:44]([C:49]#[N:50])=[CH:45][CH:46]=[CH:47][CH:48]=2)=[CH:39][CH:38]=1)[CH2:14][CH2:15][CH3:16], predict the reaction product. The product is: [CH2:13]([C:17]1[N:22]2[N:23]=[CH:24][N:25]=[C:21]2[N:20]([C:26]2[CH:31]=[CH:30][C:29]([O:32][CH3:33])=[C:28]([F:34])[CH:27]=2)[C:19](=[O:35])[C:18]=1[CH2:36][C:37]1[CH:38]=[CH:39][C:40]([C:43]2[CH:48]=[CH:47][CH:46]=[CH:45][C:44]=2[C:49]2[NH:3][C:4](=[O:7])[O:5][N:50]=2)=[CH:41][CH:42]=1)[CH2:14][CH2:15][CH3:16]. (4) Given the reactants [Cl:1][C:2]1[CH:7]=[CH:6][CH:5]=[CH:4][C:3]=1[CH2:8][C:9]([OH:11])=[O:10].C[Si]([N-][Si](C)(C)C)(C)C.[Na+].[Cl:22][CH2:23][CH2:24][CH2:25][CH2:26]I, predict the reaction product. The product is: [Cl:22][CH2:23][CH2:24][CH2:25][CH2:26][CH:8]([C:3]1[CH:4]=[CH:5][CH:6]=[CH:7][C:2]=1[Cl:1])[C:9]([OH:11])=[O:10]. (5) Given the reactants C(Cl)(Cl)Cl.[F:5][C:6]1[CH:11]=[CH:10][C:9]([NH:12][C:13]([NH:15][C:16]2[CH:21]=[CH:20][C:19]([O:22][C:23]3[C:24]4[CH:31]=[C:30]([CH2:32][OH:33])[NH:29][C:25]=4[N:26]=[CH:27][N:28]=3)=[CH:18][CH:17]=2)=[O:14])=[CH:8][CH:7]=1.O1CCCC1, predict the reaction product. The product is: [F:5][C:6]1[CH:11]=[CH:10][C:9]([NH:12][C:13]([NH:15][C:16]2[CH:17]=[CH:18][C:19]([O:22][C:23]3[C:24]4[CH:31]=[C:30]([CH:32]=[O:33])[NH:29][C:25]=4[N:26]=[CH:27][N:28]=3)=[CH:20][CH:21]=2)=[O:14])=[CH:8][CH:7]=1. (6) Given the reactants [CH:1]([N:4]1[CH2:9][CH2:8][NH:7][CH2:6][CH2:5]1)([CH3:3])[CH3:2].Cl[C:11]1[N:12]=[N:13][C:14]([C:17]2[CH:22]=[CH:21][C:20]([C:23]([F:26])([F:25])[F:24])=[CH:19][CH:18]=2)=[CH:15][CH:16]=1, predict the reaction product. The product is: [CH:1]([N:4]1[CH2:9][CH2:8][N:7]([C:11]2[N:12]=[N:13][C:14]([C:17]3[CH:18]=[CH:19][C:20]([C:23]([F:24])([F:26])[F:25])=[CH:21][CH:22]=3)=[CH:15][CH:16]=2)[CH2:6][CH2:5]1)([CH3:3])[CH3:2]. (7) Given the reactants C(=O)([O-])[O-].[Li+].[Li+].Cl[CH2:8][C:9]1[O:13][N:12]=[C:11]([CH2:14][C:15]2[CH:20]=[CH:19][CH:18]=[C:17]([I:21])[CH:16]=2)[N:10]=1.[OH:22][C:23]1[C:28]([CH3:29])=[C:27]([OH:30])[CH:26]=[CH:25][C:24]=1[C:31](=[O:33])[CH3:32].C1C2C(C3ON=C(N)N=3)CN(C2)C1, predict the reaction product. The product is: [OH:22][C:23]1[C:28]([CH3:29])=[C:27]([O:30][CH2:8][C:9]2[O:13][N:12]=[C:11]([CH2:14][C:15]3[CH:20]=[CH:19][CH:18]=[C:17]([I:21])[CH:16]=3)[N:10]=2)[CH:26]=[CH:25][C:24]=1[C:31](=[O:33])[CH3:32].